Dataset: Forward reaction prediction with 1.9M reactions from USPTO patents (1976-2016). Task: Predict the product of the given reaction. (1) The product is: [Cl:9][C:10]1[CH:11]=[CH:12][C:13]([C:16]2[O:20][C:19]([CH:21]=[N:1][C:2]3[CH:7]=[CH:6][CH:5]=[CH:4][C:3]=3[OH:8])=[CH:18][CH:17]=2)=[CH:14][CH:15]=1. Given the reactants [NH2:1][C:2]1[CH:7]=[CH:6][CH:5]=[CH:4][C:3]=1[OH:8].[Cl:9][C:10]1[CH:15]=[CH:14][C:13]([C:16]2[O:20][C:19]([CH:21]=O)=[CH:18][CH:17]=2)=[CH:12][CH:11]=1, predict the reaction product. (2) Given the reactants [Cl:1][C:2]1[C:9]([CH2:10][OH:11])=[C:8](F)[CH:7]=[CH:6][C:3]=1[C:4]#[N:5].[OH:13][C:14]([C@H:17]1[CH2:21][CH2:20][NH:19][C@H:18]1[CH3:22])([CH3:16])[CH3:15].C(=O)([O-])[O-].[Li+].[Li+].O, predict the reaction product. The product is: [Cl:1][C:2]1[C:9]([CH2:10][OH:11])=[C:8]([N:19]2[CH2:20][CH2:21][C@H:17]([C:14]([OH:13])([CH3:16])[CH3:15])[C@@H:18]2[CH3:22])[CH:7]=[CH:6][C:3]=1[C:4]#[N:5]. (3) Given the reactants [C:1]([O:5][C:6](=[O:17])[NH:7][C:8]1[CH:13]=[CH:12][C:11]([CH2:14][CH2:15][OH:16])=[CH:10][CH:9]=1)([CH3:4])([CH3:3])[CH3:2].[CH2:18]([O:20][CH:21]([CH2:27][C:28]1[CH:33]=[CH:32][C:31](O)=[CH:30][CH:29]=1)[C:22]([O:24][CH2:25][CH3:26])=[O:23])[CH3:19].N(C(N1CCCCC1)=O)=NC(N1CCCCC1)=O.C1(P(C2C=CC=CC=2)C2C=CC=CC=2)C=CC=CC=1, predict the reaction product. The product is: [C:1]([O:5][C:6]([NH:7][C:8]1[CH:9]=[CH:10][C:11]([CH2:14][CH2:15][O:16][C:31]2[CH:30]=[CH:29][C:28]([CH2:27][CH:21]([O:20][CH2:18][CH3:19])[C:22]([O:24][CH2:25][CH3:26])=[O:23])=[CH:33][CH:32]=2)=[CH:12][CH:13]=1)=[O:17])([CH3:4])([CH3:2])[CH3:3].